From a dataset of Forward reaction prediction with 1.9M reactions from USPTO patents (1976-2016). Predict the product of the given reaction. (1) Given the reactants [CH3:1][C:2]1[N:10]([C:11]([C:13]2[CH:14]=[CH:15][C:16]([Cl:19])=[CH:17][CH:18]=2)=[O:12])[C:9]2[CH:8]=[CH:7][C:6]([O:20][CH3:21])=[CH:5][C:4]=2[C:3]=1[CH2:22][C:23](O)=[O:24].[C:26]([O:30][C:31](=[O:36])[NH:32][CH2:33][CH2:34][NH2:35])([CH3:29])([CH3:28])[CH3:27].Cl.C(N=C=NCCCN(C)C)C.ON1C2C=CC=CC=2N=N1.C(N(CC)C(C)C)(C)C, predict the reaction product. The product is: [Cl:19][C:16]1[CH:15]=[CH:14][C:13]([C:11]([N:10]2[C:9]3[C:4](=[CH:5][C:6]([O:20][CH3:21])=[CH:7][CH:8]=3)[C:3]([CH2:22][C:23]([NH:35][CH2:34][CH2:33][NH:32][C:31](=[O:36])[O:30][C:26]([CH3:29])([CH3:27])[CH3:28])=[O:24])=[C:2]2[CH3:1])=[O:12])=[CH:18][CH:17]=1. (2) Given the reactants Cl[C:2]1[C:11]2=[N:12][N:13](CC3C=CC(OC)=CC=3)[CH:14]=[C:10]2[C:9]2[CH:8]=[C:7]([O:24][CH3:25])[CH:6]=[CH:5][C:4]=2[N:3]=1.[NH2:26][C:27]1[CH:36]=[C:35]2[C:30]([C:31]([OH:37])=[N:32][CH:33]=[N:34]2)=[CH:29][CH:28]=1.Cl, predict the reaction product. The product is: [CH3:25][O:24][C:7]1[CH:6]=[CH:5][C:4]2[N:3]=[C:2]([NH:26][C:27]3[CH:36]=[C:35]4[C:30]([C:31]([OH:37])=[N:32][CH:33]=[N:34]4)=[CH:29][CH:28]=3)[C:11]3[NH:12][N:13]=[CH:14][C:10]=3[C:9]=2[CH:8]=1. (3) Given the reactants [C:1]([OH:11])(=O)[CH2:2][CH2:3][C:4]1[CH:9]=[CH:8][CH:7]=[CH:6][CH:5]=1.CN(C=O)C.C(Cl)(=O)C(Cl)=O.[CH2:23]([O:25][C:26]([N:28]1[CH2:33][CH2:32][C:31]2[C:34]([C:38]#[N:39])=[C:35]([NH2:37])[S:36][C:30]=2[CH2:29]1)=[O:27])[CH3:24].C(N(C(C)C)CC)(C)C, predict the reaction product. The product is: [CH2:23]([O:25][C:26]([N:28]1[CH2:33][CH2:32][C:31]2[C:34]([C:38]#[N:39])=[C:35]([NH:37][C:1](=[O:11])[CH2:2][CH2:3][C:4]3[CH:5]=[CH:6][CH:7]=[CH:8][CH:9]=3)[S:36][C:30]=2[CH2:29]1)=[O:27])[CH3:24]. (4) Given the reactants [N:1]([CH2:4][CH2:5][O:6][C:7]1[CH:12]=[CH:11][C:10]([CH2:13][C@H:14]([NH:38]C(=O)OC(C)(C)C)[C:15]([NH:17][C@H:18]2[C@@H:22]([OH:23])[C@H:21]([N:24]3[CH:32]=[N:31][C:30]4[C:25]3=[N:26][CH:27]=[N:28][C:29]=4[N:33]([CH3:35])[CH3:34])[O:20][C@@H:19]2[CH2:36][OH:37])=[O:16])=[CH:9][CH:8]=1)=[N+:2]=[N-:3], predict the reaction product. The product is: [CH3:34][N:33]([C:29]1[C:30]2[N:31]=[CH:32][N:24]([C@@H:21]3[O:20][C@H:19]([CH2:36][OH:37])[C@@H:18]([NH:17][C:15]([C@@H:14]([NH2:38])[CH2:13][C:10]4[CH:11]=[CH:12][C:7]([O:6][CH3:5])=[CH:8][CH:9]=4)=[O:16])[C@H:22]3[OH:23])[C:25]=2[N:26]=[CH:27][N:28]=1)[CH3:35].[NH2:38][C@@H:14]([CH2:13][C:10]1[CH:11]=[CH:12][C:7]([O:6][CH2:5][CH2:4][N:1]=[N+:2]=[N-:3])=[CH:8][CH:9]=1)[C:15]([NH:17][C@H:18]1[C@@H:22]([OH:23])[C@H:21]([N:24]2[CH:32]=[N:31][C:30]3[C:25]2=[N:26][CH:27]=[N:28][C:29]=3[N:33]([CH3:35])[CH3:34])[O:20][C@@H:19]1[CH2:36][OH:37])=[O:16]. (5) Given the reactants [H-].[Na+].[C:3]([O:7][C:8]([NH:10][CH:11]([CH2:15][OH:16])[C:12]([OH:14])=[O:13])=[O:9])([CH3:6])(C)C.[CH2:17]([O:19][P:20]([CH2:25]OS(C(F)(F)F)(=O)=O)([O:22][CH2:23][CH3:24])=[O:21])[CH3:18].CCN(C(C)C)C(C)C.[CH:43]1[C:55]2C(COC(=O)ON3C(=O)CCC3=O)[C:53]3[C:48](=[CH:49][CH:50]=[CH:51][CH:52]=3)[C:47]=2[CH:46]=[CH:45][CH:44]=1, predict the reaction product. The product is: [CH2:23]([O:22][P:20]([CH2:25][O:16][CH2:15][CH:11]([NH:10][C:8]([O:7][CH2:3][CH:6]1[C:46]2[CH:45]=[CH:44][CH:43]=[CH:55][C:47]=2[C:48]2[C:53]1=[CH:52][CH:51]=[CH:50][CH:49]=2)=[O:9])[C:12]([OH:14])=[O:13])([O:19][CH2:17][CH3:18])=[O:21])[CH3:24].